From a dataset of Peptide-MHC class II binding affinity with 134,281 pairs from IEDB. Regression. Given a peptide amino acid sequence and an MHC pseudo amino acid sequence, predict their binding affinity value. This is MHC class II binding data. (1) The peptide sequence is ANAIFKLTYQNKVVKVQ. The MHC is DRB5_0101 with pseudo-sequence DRB5_0101. The binding affinity (normalized) is 0.471. (2) The peptide sequence is RFFSKELLDQSDVKE. The MHC is DRB1_0101 with pseudo-sequence DRB1_0101. The binding affinity (normalized) is 0.559. (3) The peptide sequence is SKISGEWYSIFLASD. The MHC is HLA-DQA10501-DQB10201 with pseudo-sequence HLA-DQA10501-DQB10201. The binding affinity (normalized) is 0.293. (4) The peptide sequence is AAATAGTTVYGAFAA. The MHC is DRB1_1001 with pseudo-sequence DRB1_1001. The binding affinity (normalized) is 0.308. (5) The peptide sequence is IFKISKTVSEGAVDI. The MHC is DRB1_0101 with pseudo-sequence DRB1_0101. The binding affinity (normalized) is 0.0887. (6) The peptide sequence is YDYFLANVSTVLTGK. The MHC is DRB1_0701 with pseudo-sequence DRB1_0701. The binding affinity (normalized) is 0.695. (7) The peptide sequence is VEALYLVCGERGFFY. The MHC is DRB1_0802 with pseudo-sequence DRB1_0802. The binding affinity (normalized) is 0.210.